Dataset: Forward reaction prediction with 1.9M reactions from USPTO patents (1976-2016). Task: Predict the product of the given reaction. (1) Given the reactants F[C:2]1[CH:7]=[CH:6][C:5]([N+:8]([O-:10])=[O:9])=[CH:4][C:3]=1[CH3:11].[NH:12]1[CH2:17][CH2:16][O:15][CH2:14][CH2:13]1.C([O-])([O-])=O.[K+].[K+].CN(C=O)C, predict the reaction product. The product is: [CH3:11][C:3]1[CH:4]=[C:5]([N+:8]([O-:10])=[O:9])[CH:6]=[CH:7][C:2]=1[N:12]1[CH2:17][CH2:16][O:15][CH2:14][CH2:13]1. (2) Given the reactants C([N:8]1[C@@H:13]([CH3:14])[CH2:12][CH2:11][CH2:10][C@@H:9]1[CH2:15][CH2:16][CH2:17][CH:18]([CH3:20])[CH3:19])(OC(C)(C)C)=O, predict the reaction product. The product is: [CH:15]([C@H:9]1[CH2:10][CH2:11][CH2:12][C@H:13]([CH3:14])[NH:8]1)=[CH:16][CH2:17][CH:18]([CH3:20])[CH3:19]. (3) The product is: [CH3:19][C:18]([O:17][C:15]([N:12]1[CH2:13][CH2:14][N:9]([CH2:8][C:4]2[CH:3]=[C:2]([B:28]([OH:31])[OH:29])[CH:7]=[CH:6][CH:5]=2)[CH2:10][C@@H:11]1[CH3:22])=[O:16])([CH3:21])[CH3:20]. Given the reactants Br[C:2]1[CH:3]=[C:4]([CH2:8][N:9]2[CH2:14][CH2:13][N:12]([C:15]([O:17][C:18]([CH3:21])([CH3:20])[CH3:19])=[O:16])[C@@H:11]([CH3:22])[CH2:10]2)[CH:5]=[CH:6][CH:7]=1.[Li]CCCC.[B:28](OC)([O:31]C)[O:29]C.[NH4+].[Cl-], predict the reaction product. (4) Given the reactants I[C:2]1[CH:7]=[CH:6][N:5]=[CH:4][CH:3]=1.C(=O)([O-])[O-].[Na+].[Na+].CC1(C)C(C)(C)OB([C:22]2[CH:30]=[C:29]3[C:25]([C:26]([NH:39][C:40](=[O:44])[CH2:41][CH2:42][CH3:43])=[N:27][N:28]3[CH2:31][O:32][CH2:33][CH2:34][Si:35]([CH3:38])([CH3:37])[CH3:36])=[CH:24][CH:23]=2)O1, predict the reaction product. The product is: [N:5]1[CH:6]=[CH:7][C:2]([C:22]2[CH:30]=[C:29]3[C:25]([C:26]([NH:39][C:40](=[O:44])[CH2:41][CH2:42][CH3:43])=[N:27][N:28]3[CH2:31][O:32][CH2:33][CH2:34][Si:35]([CH3:38])([CH3:36])[CH3:37])=[CH:24][CH:23]=2)=[CH:3][CH:4]=1. (5) Given the reactants [H-].[H-].[H-].[H-].[Li+].[Al+3].CO[C:9](=O)[C:10]1[C:15]([CH2:16][CH3:17])=[CH:14][C:13]([C:18]2[C:23]([CH2:24][CH3:25])=[CH:22][CH:21]=[CH:20][C:19]=2[CH2:26][CH3:27])=[N:12][C:11]=1[Cl:28].CCO[CH2:33][CH3:34], predict the reaction product. The product is: [Cl:28][C:11]1[C:10]([CH2:9][N:12]([CH3:13])[C@@H:11]2[C:33]3[C:34](=[CH:23][CH:18]=[CH:19][CH:20]=3)[CH2:14][CH2:15][CH2:10]2)=[C:15]([CH2:16][CH3:17])[CH:14]=[C:13]([C:18]2[C:23]([CH2:24][CH3:25])=[CH:22][CH:21]=[CH:20][C:19]=2[CH2:26][CH3:27])[N:12]=1. (6) Given the reactants [CH3:1][C:2]1[C:6]2[C:7](=[O:20])[N:8]([CH2:12][CH2:13][N:14]3[CH2:19][CH2:18][CH2:17][CH2:16][CH2:15]3)[CH2:9][CH2:10][CH2:11][C:5]=2[NH:4][C:3]=1[CH:21]=O.[CH3:23][O:24][C:25]1[CH:30]=[CH:29][C:28]([C:31]2[CH:32]=[C:33]3[C:37](=[CH:38][CH:39]=2)[NH:36][C:35](=[O:40])[CH2:34]3)=[CH:27][CH:26]=1, predict the reaction product. The product is: [CH3:23][O:24][C:25]1[CH:30]=[CH:29][C:28]([C:31]2[CH:32]=[C:33]3[C:37](=[CH:38][CH:39]=2)[NH:36][C:35](=[O:40])/[C:34]/3=[CH:21]\[C:3]2[NH:4][C:5]3[CH2:11][CH2:10][CH2:9][N:8]([CH2:12][CH2:13][N:14]4[CH2:15][CH2:16][CH2:17][CH2:18][CH2:19]4)[C:7](=[O:20])[C:6]=3[C:2]=2[CH3:1])=[CH:27][CH:26]=1. (7) Given the reactants [CH3:1][O:2][C:3]1[CH:4]=[C:5]([CH:8]=[C:9]([O:11][CH3:12])[CH:10]=1)[CH:6]=[O:7].[N+:13]([O-])([OH:15])=[O:14], predict the reaction product. The product is: [CH3:12][O:11][C:9]1[C:8]([N+:13]([O-:15])=[O:14])=[C:5]([CH:4]=[C:3]([O:2][CH3:1])[CH:10]=1)[CH:6]=[O:7].